Dataset: Reaction yield outcomes from USPTO patents with 853,638 reactions. Task: Predict the reaction yield, written as a fraction of the theoretical maximum amount of product (1.0 means a 100% yield; for example, 0.34 means a 34% yield). (1) The reactants are N1C=CN=C1.[I:6]I.C1(P(C2C=CC=CC=2)C2C=CC=CC=2)C=CC=CC=1.[O:27]([CH2:45][C@H:46]([CH3:49])[CH2:47]O)[Si:28]([C:41]([CH3:44])([CH3:43])[CH3:42])([C:35]1[CH:40]=[CH:39][CH:38]=[CH:37][CH:36]=1)[C:29]1[CH:34]=[CH:33][CH:32]=[CH:31][CH:30]=1. The catalyst is ClCCl. The product is [O:27]([CH2:45][C@H:46]([CH3:49])[CH2:47][I:6])[Si:28]([C:41]([CH3:44])([CH3:43])[CH3:42])([C:35]1[CH:40]=[CH:39][CH:38]=[CH:37][CH:36]=1)[C:29]1[CH:34]=[CH:33][CH:32]=[CH:31][CH:30]=1. The yield is 0.900. (2) The reactants are [CH:1]1([C:7]2[C:8]3[CH:9]=[CH:10][C:11]([C:25]([O:27][CH3:28])=[O:26])=[CH:12][C:13]=3[N:14]3CC=C[C:17]4[CH:21]=[CH:22][CH:23]=[CH:24][C:16]=4[C:15]=23)[CH2:6][CH2:5][CH2:4][CH2:3][CH2:2]1.C[N+]1([O-])CC[O:33]CC1.[CH3:37][C:38]([CH3:40])=[O:39].O. The catalyst is S([O-])([O-])(=O)=S.[Na+].[Na+].O=[Os](=O)(=O)=O. The product is [CH:1]1([C:7]2[C:8]3[CH:9]=[CH:10][C:11]([C:25]([O:27][CH3:28])=[O:26])=[CH:12][C:13]=3[N:14]3[CH2:40][C@H:38]([OH:39])[C@H:37]([OH:33])[C:17]4[CH:21]=[CH:22][CH:23]=[CH:24][C:16]=4[C:15]=23)[CH2:6][CH2:5][CH2:4][CH2:3][CH2:2]1. The yield is 0.910. (3) The reactants are FC(F)(F)S(O[C:7]1[CH:8]=[C:9]2[C:14](=[CH:15][CH:16]=1)[S:13][C:12]([CH3:18])([CH3:17])[CH2:11][C:10]2=[O:19])(=O)=O.[CH3:22][Si:23]([C:26]#[CH:27])([CH3:25])[CH3:24]. The catalyst is CCN(CC)CC.CN(C=O)C.O.Cl[Pd](Cl)([P](C1C=CC=CC=1)(C1C=CC=CC=1)C1C=CC=CC=1)[P](C1C=CC=CC=1)(C1C=CC=CC=1)C1C=CC=CC=1. The product is [CH3:17][C:12]1([CH3:18])[CH2:11][C:10](=[O:19])[C:9]2[C:14](=[CH:15][CH:16]=[C:7]([C:27]#[C:26][Si:23]([CH3:25])([CH3:24])[CH3:22])[CH:8]=2)[S:13]1. The yield is 0.910. (4) The reactants are [CH3:1][O:2][C:3]1[CH:4]=[C:5]2[C:10](=[CH:11][CH:12]=1)[O:9][CH2:8][CH2:7][C:6]2=[N:13][OH:14].[CH3:15][C:16]1[CH:21]=[CH:20][C:19]([S:22](Cl)(=[O:24])=[O:23])=[CH:18][CH:17]=1. The catalyst is N1C=CC=CC=1. The product is [S:22]([O:14][N:13]=[C:6]1[C:5]2[C:10](=[CH:11][CH:12]=[C:3]([O:2][CH3:1])[CH:4]=2)[O:9][CH2:8][CH2:7]1)([C:19]1[CH:20]=[CH:21][C:16]([CH3:15])=[CH:17][CH:18]=1)(=[O:24])=[O:23]. The yield is 0.880. (5) The reactants are Br[C:2]1[CH:7]=[CH:6][C:5]([O:8][CH2:9][C:10]2[CH:15]=[CH:14][C:13]([O:16][CH3:17])=[CH:12][CH:11]=2)=[CH:4][CH:3]=1.[B:18]1([B:18]2[O:22][C:21]([CH3:24])([CH3:23])[C:20]([CH3:26])([CH3:25])[O:19]2)[O:22][C:21]([CH3:24])([CH3:23])[C:20]([CH3:26])([CH3:25])[O:19]1.C([O-])(=O)C.[K+]. The catalyst is O1CCOCC1.C(OCC)(=O)C.[Pd].C1(P(C2C=CC=CC=2)C2C=CC=CC=2)C=CC=CC=1.C1(P(C2C=CC=CC=2)C2C=CC=CC=2)C=CC=CC=1.C1(P(C2C=CC=CC=2)C2C=CC=CC=2)C=CC=CC=1.C1(P(C2C=CC=CC=2)C2C=CC=CC=2)C=CC=CC=1. The product is [CH3:17][O:16][C:13]1[CH:14]=[CH:15][C:10]([CH2:9][O:8][C:5]2[CH:6]=[CH:7][C:2]([B:18]3[O:22][C:21]([CH3:24])([CH3:23])[C:20]([CH3:26])([CH3:25])[O:19]3)=[CH:3][CH:4]=2)=[CH:11][CH:12]=1. The yield is 0.850. (6) The reactants are [CH:1](=O)[C:2]1[CH:7]=[CH:6][CH:5]=[CH:4][CH:3]=1.[CH2:9]([O:11][C:12]([C@H:14]1[C@@H:19]([NH2:20])[C@H:18]2[CH2:21][C@@H:15]1[CH2:16][CH2:17]2)=[O:13])[CH3:10].C([BH3-])#N.[Na+]. The catalyst is C(O)(=O)C.CO. The product is [CH2:9]([O:11][C:12]([C@H:14]1[C@@H:19]([NH:20][CH2:1][C:2]2[CH:7]=[CH:6][CH:5]=[CH:4][CH:3]=2)[C@H:18]2[CH2:21][C@@H:15]1[CH2:16][CH2:17]2)=[O:13])[CH3:10]. The yield is 0.720.